From a dataset of HIV replication inhibition screening data with 41,000+ compounds from the AIDS Antiviral Screen. Binary Classification. Given a drug SMILES string, predict its activity (active/inactive) in a high-throughput screening assay against a specified biological target. (1) The compound is CCOC(=O)NC(=O)c1cn(CCN2CCN(C(=O)CCCCCCCCCCNc3ncnc4[nH]cnc34)CC2)c(=O)[nH]c1=O. The result is 0 (inactive). (2) The compound is Nc1ccc(Cc2c(N)nc(O)nc2O)cc1. The result is 0 (inactive). (3) The compound is Cl.OC12CCCCCC1(N1CCOCC1)c1ccccc12. The result is 0 (inactive). (4) The molecule is S=C1N(N=Cc2c3ccccc3cc3ccccc23)C(=Nc2ccccc2)C(=Nc2ccccc2)N1c1ccccc1. The result is 0 (inactive).